From a dataset of Full USPTO retrosynthesis dataset with 1.9M reactions from patents (1976-2016). Predict the reactants needed to synthesize the given product. (1) Given the product [Cl:1][C:2]1[CH:3]=[CH:4][CH:5]=[C:6]2[C:10]3([CH2:15][CH2:14][NH:13][CH2:12][CH2:11]3)[CH2:9][N:8]([CH3:26])[C:7]=12, predict the reactants needed to synthesize it. The reactants are: [Cl:1][C:2]1[CH:3]=[CH:4][CH:5]=[C:6]2[C:10]3([CH2:15][CH2:14][N:13](C(OCC4C=CC=CC=4)=O)[CH2:12][CH2:11]3)[CH2:9][N:8]([CH3:26])[C:7]=12. (2) Given the product [F:18][C:15]1[CH:16]=[CH:17][C:12]([C:11]([NH:10][CH:4]([C:5](=[O:6])[NH:28][CH3:27])[CH:3]([OH:24])[C:2]([F:26])([F:25])[F:1])=[O:23])=[C:13]([C:19]([F:22])([F:21])[F:20])[CH:14]=1, predict the reactants needed to synthesize it. The reactants are: [F:1][C:2]([F:26])([F:25])[CH:3]([OH:24])[CH:4]([NH:10][C:11](=[O:23])[C:12]1[CH:17]=[CH:16][C:15]([F:18])=[CH:14][C:13]=1[C:19]([F:22])([F:21])[F:20])[C:5](OCC)=[O:6].[CH3:27][NH2:28].